Dataset: Reaction yield outcomes from USPTO patents with 853,638 reactions. Task: Predict the reaction yield, written as a fraction of the theoretical maximum amount of product (1.0 means a 100% yield; for example, 0.34 means a 34% yield). (1) The reactants are [Br:1][C:2]1[CH:3]=[CH:4][C:5]2[O:11][CH2:10][CH2:9][N:8](CC3C=CC(OC)=CC=3)[C:7](=[O:21])[C:6]=2[C:22]=1[CH3:23]. The catalyst is C(O)(C(F)(F)F)=O. The product is [Br:1][C:2]1[CH:3]=[CH:4][C:5]2[O:11][CH2:10][CH2:9][NH:8][C:7](=[O:21])[C:6]=2[C:22]=1[CH3:23]. The yield is 0.630. (2) The reactants are [CH3:1][C:2]1[CH:3]=[C:4]([NH2:9])[C:5]([NH2:8])=[CH:6][CH:7]=1.[CH:10]([CH:12]=O)=O. The catalyst is C(O)(C)C. The product is [CH3:1][C:2]1[CH:3]=[C:4]2[C:5](=[CH:6][CH:7]=1)[N:8]=[CH:12][CH:10]=[N:9]2. The yield is 0.930.